This data is from Full USPTO retrosynthesis dataset with 1.9M reactions from patents (1976-2016). The task is: Predict the reactants needed to synthesize the given product. Given the product [O:1]1[C:5]2[CH:6]=[CH:7][C:8]([CH2:10][O:11][C:12]3[C:13]([C:14]4[NH:36][C:33]([NH:32][C:30]5[CH:29]=[CH:28][C:27]6[O:22][CH2:23][CH2:24][O:25][C:26]=6[CH:31]=5)=[N:17][N:16]=4)=[CH:18][CH:19]=[CH:20][N:21]=3)=[CH:9][C:4]=2[O:3][CH2:2]1, predict the reactants needed to synthesize it. The reactants are: [O:1]1[C:5]2[CH:6]=[CH:7][C:8]([CH2:10][O:11][C:12]3[N:21]=[CH:20][CH:19]=[CH:18][C:13]=3[C:14]([NH:16][NH2:17])=O)=[CH:9][C:4]=2[O:3][CH2:2]1.[O:22]1[C:27]2[CH:28]=[CH:29][C:30]([NH:32][C:33](=[NH:36])SC)=[CH:31][C:26]=2[O:25][CH2:24][CH2:23]1.C(N(CC)CC)C.O.